This data is from CYP1A2 inhibition data for predicting drug metabolism from PubChem BioAssay. The task is: Regression/Classification. Given a drug SMILES string, predict its absorption, distribution, metabolism, or excretion properties. Task type varies by dataset: regression for continuous measurements (e.g., permeability, clearance, half-life) or binary classification for categorical outcomes (e.g., BBB penetration, CYP inhibition). Dataset: cyp1a2_veith. (1) The result is 0 (non-inhibitor). The drug is CSc1nc(O)c(Cc2ccccc2)c(=O)[nH]1. (2) The drug is COc1ccc(/C(C)=N/NC(=O)c2ccc(CSc3cccc4cccnc34)cc2)cc1OC. The result is 1 (inhibitor). (3) The molecule is O=C(CCn1nc(-c2ccccc2)ccc1=O)NCCCN1CCCCCC1. The result is 0 (non-inhibitor). (4) The compound is C/C=C1\C[C@H](C)[C@@](O)(CO)C(=O)OCC2=CCN3CC[C@@H](OC1=O)[C@@H]23. The result is 0 (non-inhibitor). (5) The compound is CC(C)OC(=O)c1sc2nc(-c3ccccc3)ccc2c1N. The result is 1 (inhibitor). (6) The molecule is COc1ncc2nc(C)c(=O)n(CCc3ccccc3)c2n1. The result is 1 (inhibitor). (7) The drug is Cc1ccccc1CS(=O)(=O)CCC(=O)NCCCN1CCN(c2ccccc2F)CC1. The result is 0 (non-inhibitor).